This data is from Full USPTO retrosynthesis dataset with 1.9M reactions from patents (1976-2016). The task is: Predict the reactants needed to synthesize the given product. (1) The reactants are: [F:1][C:2]1([F:24])[CH2:5][N:4]([C:6]([C:8]2[C:12]3[CH:13]=[C:14]([CH:19](OC)[O:20]C)[C:15]([F:18])=[C:16]([F:17])[C:11]=3[O:10][N:9]=2)=[O:7])[CH2:3]1.O. Given the product [F:24][C:2]1([F:1])[CH2:3][N:4]([C:6]([C:8]2[C:12]3[CH:13]=[C:14]([CH:19]=[O:20])[C:15]([F:18])=[C:16]([F:17])[C:11]=3[O:10][N:9]=2)=[O:7])[CH2:5]1, predict the reactants needed to synthesize it. (2) The reactants are: CC1C=C(C)C=C(C)C=1S([O-])(=O)=O.[NH2:14][N+:15]1[CH:20]=[CH:19][C:18]([CH3:21])=[CH:17][C:16]=1[O:22][CH2:23][C:24]1[C:29]([F:30])=[CH:28][CH:27]=[CH:26][C:25]=1[F:31].[C:32]([O:37][CH2:38][CH3:39])(=[O:36])[C:33]#[C:34][CH3:35].C(=O)([O-])[O-].[K+].[K+].O. Given the product [F:30][C:29]1[CH:28]=[CH:27][CH:26]=[C:25]([F:31])[C:24]=1[CH2:23][O:22][C:16]1[N:15]2[N:14]=[C:34]([CH3:35])[C:33]([C:32]([O:37][CH2:38][CH3:39])=[O:36])=[C:20]2[CH:19]=[C:18]([CH3:21])[CH:17]=1, predict the reactants needed to synthesize it. (3) Given the product [Cl:27][C:28]1[CH:29]=[C:30]([CH:42]=[CH:43][C:44]=1[O:45][CH3:46])[CH2:31][N:32]1[C:37]([CH3:38])=[CH:36][C:35]([O:39][CH2:8][C:9]2[CH:26]=[CH:25][CH:24]=[CH:23][C:10]=2[CH2:11][N:12]2[C:20](=[O:21])[C:19]3[C:14](=[CH:15][CH:16]=[CH:17][CH:18]=3)[C:13]2=[O:22])=[C:34]([I:40])[C:33]1=[O:41], predict the reactants needed to synthesize it. The reactants are: C(=O)([O-])[O-].[K+].[K+].Cl[CH2:8][C:9]1[CH:26]=[CH:25][CH:24]=[CH:23][C:10]=1[CH2:11][N:12]1[C:20](=[O:21])[C:19]2[C:14](=[CH:15][CH:16]=[CH:17][CH:18]=2)[C:13]1=[O:22].[Cl:27][C:28]1[CH:29]=[C:30]([CH:42]=[CH:43][C:44]=1[O:45][CH3:46])[CH2:31][N:32]1[C:37]([CH3:38])=[CH:36][C:35]([OH:39])=[C:34]([I:40])[C:33]1=[O:41]. (4) Given the product [C:26]([O:30][C:31](=[O:50])[NH:32][CH2:33][C:34]1[CH:39]=[CH:38][C:37]([C:40](=[O:49])[NH:41][C:42]2[CH:43]=[CH:44][C:45]([NH:48][C:11]3[N:10]4[N:17]=[CH:18][CH:19]=[C:9]4[CH:8]=[C:7]([C:4]4[CH:5]=[CH:6][C:1]([C:20]5[CH:25]=[CH:24][CH:23]=[CH:22][CH:21]=5)=[CH:2][CH:3]=4)[N:12]=3)=[CH:46][CH:47]=2)=[CH:36][CH:35]=1)([CH3:29])([CH3:27])[CH3:28], predict the reactants needed to synthesize it. The reactants are: [C:1]1([C:20]2[CH:25]=[CH:24][CH:23]=[CH:22][CH:21]=2)[CH:6]=[CH:5][C:4]([C:7]2[N:12]=[C:11](S(C)(=O)=O)[N:10]3[N:17]=[CH:18][CH:19]=[C:9]3[CH:8]=2)=[CH:3][CH:2]=1.[C:26]([O:30][C:31](=[O:50])[NH:32][CH2:33][C:34]1[CH:39]=[CH:38][C:37]([C:40](=[O:49])[NH:41][C:42]2[CH:47]=[CH:46][C:45]([NH2:48])=[CH:44][CH:43]=2)=[CH:36][CH:35]=1)([CH3:29])([CH3:28])[CH3:27].